From a dataset of Catalyst prediction with 721,799 reactions and 888 catalyst types from USPTO. Predict which catalyst facilitates the given reaction. (1) Reactant: [BH4-].[Na+].[CH3:3][O:4][C:5]1[C:10]2[CH2:11][C:12](=[O:14])[O:13][C:9]=2[CH:8]=[CH:7][CH:6]=1.S(=O)(=O)(O)O.CO.C(OC(C)C)(=O)C. Product: [OH:13][C:9]1[CH:8]=[CH:7][CH:6]=[C:5]([O:4][CH3:3])[C:10]=1[CH2:11][CH2:12][OH:14]. The catalyst class is: 149. (2) Reactant: C(C(CCCC)COC(=O)[CH2:7][CH2:8][S:9][C:10]1[CH:11]=[C:12]2[C:17](=[CH:18][CH:19]=1)[N:16]1[C:20]([C:23]3[CH:28]=[CH:27][CH:26]=[CH:25][N:24]=3)=[N:21][N:22]=[C:15]1[CH:14]=[CH:13]2)C.CC(C)([O-])C.[K+].[CH3:40][O:41][C:42]([C:44]1([C:50]2C=C[CH:53]=[C:52](Br)[CH:51]=2)[CH2:49][CH2:48][O:47][CH2:46][CH2:45]1)=[O:43].CCN(C(C)C)C(C)C.C1(P(C2C=CC=CC=2)C2C3OC4C(=CC=CC=4P(C4C=CC=CC=4)C4C=CC=CC=4)C(C)(C)C=3C=CC=2)C=CC=CC=1. Product: [CH3:40][O:41][C:42]([C:44]1([C:50]2[CH:51]=[CH:52][CH:53]=[C:8]([S:9][C:10]3[CH:11]=[C:12]4[C:17](=[CH:18][CH:19]=3)[N:16]3[C:20]([C:23]5[CH:28]=[CH:27][CH:26]=[CH:25][N:24]=5)=[N:21][N:22]=[C:15]3[CH:14]=[CH:13]4)[CH:7]=2)[CH2:45][CH2:46][O:47][CH2:48][CH2:49]1)=[O:43]. The catalyst class is: 62. (3) Reactant: C[O:2][C:3]([C:5]1[S:35][C:8]2[N:9]=[CH:10][N:11]=[C:12]([NH:13][C:14]3[CH:19]=[CH:18][C:17]([F:20])=[CH:16][C:15]=3[O:21][C@H:22]3[CH2:26][CH2:25][C@H:24]([NH:27][C:28]([O:30][C:31]([CH3:34])([CH3:33])[CH3:32])=[O:29])[CH2:23]3)[C:7]=2[C:6]=1[CH3:36])=[O:4].[OH-].[Li+].Cl. Product: [C:31]([O:30][C:28]([NH:27][C@H:24]1[CH2:25][CH2:26][C@H:22]([O:21][C:15]2[CH:16]=[C:17]([F:20])[CH:18]=[CH:19][C:14]=2[NH:13][C:12]2[C:7]3[C:6]([CH3:36])=[C:5]([C:3]([OH:4])=[O:2])[S:35][C:8]=3[N:9]=[CH:10][N:11]=2)[CH2:23]1)=[O:29])([CH3:34])([CH3:32])[CH3:33]. The catalyst class is: 87.